This data is from Reaction yield outcomes from USPTO patents with 853,638 reactions. The task is: Predict the reaction yield, written as a fraction of the theoretical maximum amount of product (1.0 means a 100% yield; for example, 0.34 means a 34% yield). (1) The reactants are [F:1][C:2]([F:20])([F:19])[CH2:3][NH:4][C:5]1[CH:14]=[CH:13][C:12]2[C:7](=[CH:8][C:9]([C:15]([O:17]C)=[O:16])=[CH:10][CH:11]=2)[N:6]=1.[OH-].[Li+]. The catalyst is O1CCCC1. The product is [F:20][C:2]([F:1])([F:19])[CH2:3][NH:4][C:5]1[CH:14]=[CH:13][C:12]2[C:7](=[CH:8][C:9]([C:15]([OH:17])=[O:16])=[CH:10][CH:11]=2)[N:6]=1. The yield is 0.400. (2) The reactants are Cl.[NH:2]1[C:6]2[CH:7]=[CH:8][CH:9]=[CH:10][C:5]=2[N:4]=[C:3]1[C:11]([N:13]1[CH2:16][CH:15]([C:17]2[C:22]([C:23]3[CH2:24][CH2:25][NH:26][CH2:27][CH:28]=3)=[N:21][CH:20]=[CH:19][N:18]=2)[CH2:14]1)=[O:12].CCN(CC)CC.[C:36](Cl)(=[O:38])[CH3:37]. The catalyst is C(Cl)Cl. The product is [NH:2]1[C:6]2[CH:7]=[CH:8][CH:9]=[CH:10][C:5]=2[N:4]=[C:3]1[C:11]([N:13]1[CH2:14][CH:15]([C:17]2[C:22]([C:23]3[CH2:24][CH2:25][N:26]([C:36](=[O:38])[CH3:37])[CH2:27][CH:28]=3)=[N:21][CH:20]=[CH:19][N:18]=2)[CH2:16]1)=[O:12]. The yield is 0.900.